This data is from Full USPTO retrosynthesis dataset with 1.9M reactions from patents (1976-2016). The task is: Predict the reactants needed to synthesize the given product. (1) Given the product [CH2:1]([C@@:5]1([CH2:28][CH3:29])[NH:11][C@H:10]([C:12]2[CH:17]=[CH:16][CH:15]=[CH:14][CH:13]=2)[C:9]2[CH:18]=[C:19]([O:24][CH3:25])[C:20]([CH2:22][NH:30][CH2:31][C:32]([O:34][C:35]([CH3:38])([CH3:37])[CH3:36])=[O:33])=[CH:21][C:8]=2[S:7](=[O:26])(=[O:27])[CH2:6]1)[CH2:2][CH2:3][CH3:4], predict the reactants needed to synthesize it. The reactants are: [CH2:1]([C@@:5]1([CH2:28][CH3:29])[NH:11][C@H:10]([C:12]2[CH:17]=[CH:16][CH:15]=[CH:14][CH:13]=2)[C:9]2[CH:18]=[C:19]([O:24][CH3:25])[C:20]([CH:22]=O)=[CH:21][C:8]=2[S:7](=[O:27])(=[O:26])[CH2:6]1)[CH2:2][CH2:3][CH3:4].[NH2:30][CH2:31][C:32]([O:34][C:35]([CH3:38])([CH3:37])[CH3:36])=[O:33].C(O)(=O)C.C(=O)([O-])[O-].[Na+].[Na+]. (2) Given the product [CH:29]([O:31][CH2:32][CH2:33][O:34][NH:35][C:11]([C:9]1[O:10][C:3]2[C:2]([F:1])=[CH:7][N:6]=[CH:5][C:4]=2[C:8]=1[NH:14][C:15]1[CH:20]=[CH:19][C:18]([I:21])=[CH:17][C:16]=1[F:22])=[O:12])=[CH2:30], predict the reactants needed to synthesize it. The reactants are: [F:1][C:2]1[C:3]2[O:10][C:9]([C:11](O)=[O:12])=[C:8]([NH:14][C:15]3[CH:20]=[CH:19][C:18]([I:21])=[CH:17][C:16]=3[F:22])[C:4]=2[CH:5]=[N:6][CH:7]=1.C(Cl)(=O)C(Cl)=O.[CH:29]([O:31][CH2:32][CH2:33][O:34][NH2:35])=[CH2:30].C(N(C(C)C)CC)(C)C. (3) Given the product [C:1]([N:8]1[C:16]2[C:11](=[CH:12][CH:13]=[C:14]([NH:17][C:29](=[O:30])[C:28]3[CH:32]=[CH:33][CH:34]=[CH:35][C:27]=3[N+:24]([O-:26])=[O:25])[CH:15]=2)[CH:10]=[N:9]1)([O:3][C:4]([CH3:7])([CH3:6])[CH3:5])=[O:2], predict the reactants needed to synthesize it. The reactants are: [C:1]([N:8]1[C:16]2[C:11](=[CH:12][CH:13]=[C:14]([NH2:17])[CH:15]=2)[CH:10]=[N:9]1)([O:3][C:4]([CH3:7])([CH3:6])[CH3:5])=[O:2].N1C=CC=CC=1.[N+:24]([C:27]1[CH:35]=[CH:34][CH:33]=[CH:32][C:28]=1[C:29](Cl)=[O:30])([O-:26])=[O:25]. (4) Given the product [CH2:14]([S:11]([C:10]1[CH:9]=[CH:8][C:5]([C:6]#[N:7])=[CH:4][C:3]=1[CH2:2][N:25]1[CH:24]=[CH:23][C:22]2[C:27](=[CH:28][C:19]([O:18][C:17]([F:31])([F:16])[F:30])=[CH:20][CH:21]=2)[C:26]1=[O:29])(=[O:13])=[O:12])[CH3:15], predict the reactants needed to synthesize it. The reactants are: Br[CH2:2][C:3]1[CH:4]=[C:5]([CH:8]=[CH:9][C:10]=1[S:11]([CH2:14][CH3:15])(=[O:13])=[O:12])[C:6]#[N:7].[F:16][C:17]([F:31])([F:30])[O:18][C:19]1[CH:28]=[C:27]2[C:22]([CH:23]=[CH:24][NH:25][C:26]2=[O:29])=[CH:21][CH:20]=1. (5) Given the product [CH3:11][O:12][C:2]1[C:7]2[CH:8]=[CH:9][O:10][C:6]=2[CH:5]=[CH:4][N:3]=1, predict the reactants needed to synthesize it. The reactants are: Cl[C:2]1[C:7]2[CH:8]=[CH:9][O:10][C:6]=2[CH:5]=[CH:4][N:3]=1.[CH3:11][O-:12].[Na+]. (6) Given the product [N:19]1[CH:20]=[CH:22][C:28]([CH2:29][CH2:30][NH:32][C:14]([CH:11]2[CH2:10][CH2:9][N:8]([C:6]([O:5][C:1]([CH3:2])([CH3:3])[CH3:4])=[O:7])[CH2:13][CH2:12]2)=[O:16])=[CH:25][CH:23]=1, predict the reactants needed to synthesize it. The reactants are: [C:1]([O:5][C:6]([N:8]1[CH2:13][CH2:12][CH:11]([C:14]([OH:16])=O)[CH2:10][CH2:9]1)=[O:7])([CH3:4])([CH3:3])[CH3:2].CC[N:19]([CH:23]([CH3:25])C)[CH:20]([CH3:22])C.C1C=[CH:28][C:29]2N(O)N=[N:32][C:30]=2C=1.N1C=CC=CC=1CCN.C(=O)([O-])[O-].[Na+].[Na+].